Dataset: Full USPTO retrosynthesis dataset with 1.9M reactions from patents (1976-2016). Task: Predict the reactants needed to synthesize the given product. (1) Given the product [CH3:1][O:2][C:3]1[C:8]2[O:9][C:10]3([O:16][C:7]=2[C:6]([C:17]([O:19][CH3:24])=[O:18])=[CH:5][CH:4]=1)[CH2:11][CH2:12][O:13][CH2:14][CH2:15]3, predict the reactants needed to synthesize it. The reactants are: [CH3:1][O:2][C:3]1[C:8]2[O:9][C:10]3([O:16][C:7]=2[C:6]([C:17]([OH:19])=[O:18])=[CH:5][CH:4]=1)[CH2:15][CH2:14][O:13][CH2:12][CH2:11]3.S(OC)(O[CH3:24])(=O)=O. (2) The reactants are: [CH2:1]([O:3][C:4](=[O:43])[CH2:5][CH2:6][CH2:7][O:8][C:9]1[CH:14]=[CH:13][C:12]([NH:15][C:16]2[C:21]([N+:22]([O-])=O)=[CH:20][N:19]=[C:18]([NH:25][C:26]3[CH:31]=[CH:30][C:29]([CH2:32][CH2:33][CH2:34][NH:35][C:36]([O:38][C:39]([CH3:42])([CH3:41])[CH3:40])=[O:37])=[CH:28][CH:27]=3)[N:17]=2)=[CH:11][CH:10]=1)[CH3:2]. Given the product [CH2:1]([O:3][C:4](=[O:43])[CH2:5][CH2:6][CH2:7][O:8][C:9]1[CH:10]=[CH:11][C:12]([NH:15][C:16]2[C:21]([NH2:22])=[CH:20][N:19]=[C:18]([NH:25][C:26]3[CH:27]=[CH:28][C:29]([CH2:32][CH2:33][CH2:34][NH:35][C:36]([O:38][C:39]([CH3:42])([CH3:41])[CH3:40])=[O:37])=[CH:30][CH:31]=3)[N:17]=2)=[CH:13][CH:14]=1)[CH3:2], predict the reactants needed to synthesize it. (3) Given the product [CH3:5][N:4]1[CH2:1][CH2:2][CH2:6][N:7]([CH:10]2[CH2:15][CH2:14][NH:13][CH2:12][CH2:11]2)[CH2:8][CH2:9]1, predict the reactants needed to synthesize it. The reactants are: [C:1]([N:4]1[CH2:9][CH2:8][N:7]([CH:10]2[CH2:15][CH2:14][NH:13][CH2:12][CH2:11]2)[CH2:6][CH2:5]1)(=O)[CH3:2].C(N1CCN(C2CCN(CC3C=CC=CC=3)CC2)CC1)(=O)C.